Dataset: Full USPTO retrosynthesis dataset with 1.9M reactions from patents (1976-2016). Task: Predict the reactants needed to synthesize the given product. (1) Given the product [C:1]1([O:7][C:8]2[CH:13]=[CH:12][CH:11]=[CH:10][C:9]=2[CH2:14][N:15]2[CH:19]=[CH:18][C:17]([C:20]([Cl:25])=[O:22])=[N:16]2)[CH:6]=[CH:5][CH:4]=[CH:3][CH:2]=1, predict the reactants needed to synthesize it. The reactants are: [C:1]1([O:7][C:8]2[CH:13]=[CH:12][CH:11]=[CH:10][C:9]=2[CH2:14][N:15]2[CH:19]=[CH:18][C:17]([C:20]([OH:22])=O)=[N:16]2)[CH:6]=[CH:5][CH:4]=[CH:3][CH:2]=1.S(Cl)([Cl:25])=O. (2) Given the product [CH3:8][N:9]1[CH:13]=[CH:12][CH:11]=[C:10]1[C:3](=[O:4])[C:2]([Cl:7])([Cl:6])[Cl:1], predict the reactants needed to synthesize it. The reactants are: [Cl:1][C:2]([Cl:7])([Cl:6])[C:3](Cl)=[O:4].[CH3:8][N:9]1[CH:13]=[CH:12][CH:11]=[CH:10]1. (3) Given the product [NH2:46][C:33]1[CH:34]=[C:35]([C:36]2[CH:37]=[CH:38][C:39]([F:45])=[C:40]([CH:44]=2)[C:41]([NH2:43])=[O:42])[C:30]([C@@H:20]([NH:19][C:17](=[O:18])[CH2:16][N:5]2[C:6]3[C:7]([F:14])([F:15])[CH2:8][CH2:9][C:10]([F:12])([F:13])[C:11]=3[C:3]([CH:2]([F:1])[F:57])=[N:4]2)[CH2:21][C:22]2[CH:23]=[C:24]([F:29])[CH:25]=[C:26]([F:28])[CH:27]=2)=[N:31][CH:32]=1, predict the reactants needed to synthesize it. The reactants are: [F:1][CH:2]([F:57])[C:3]1[C:11]2[C:10]([F:13])([F:12])[CH2:9][CH2:8][C:7]([F:15])([F:14])[C:6]=2[N:5]([CH2:16][C:17]([NH:19][C@H:20]([C:30]2[C:35]([C:36]3[CH:37]=[CH:38][C:39]([F:45])=[C:40]([CH:44]=3)[C:41]([NH2:43])=[O:42])=[CH:34][C:33]([N:46]3C(=O)C4C(=CC=CC=4)C3=O)=[CH:32][N:31]=2)[CH2:21][C:22]2[CH:27]=[C:26]([F:28])[CH:25]=[C:24]([F:29])[CH:23]=2)=[O:18])[N:4]=1.FC1(F)C2N(CC(N[C@H](C3C(C4C=CC(F)=C(C=4)C(N)=O)=CC(N4C(=O)C5C(=CC=CC=5)C4=O)=CN=3)CC3C=C(F)C=C(F)C=3)=O)N=C(C(F)(F)F)C=2[C@H]2C[C@@H]12. (4) Given the product [NH2:17][C:4]1[N:3]=[C:2]([NH:18][C:19]2[CH:27]=[CH:26][C:22]([CH2:23][CH2:24][OH:25])=[CH:21][CH:20]=2)[CH:7]=[C:6]([C:8]2[CH:13]=[C:12]([Cl:14])[CH:11]=[CH:10][C:9]=2[O:15][CH3:16])[N:5]=1, predict the reactants needed to synthesize it. The reactants are: Cl[C:2]1[CH:7]=[C:6]([C:8]2[CH:13]=[C:12]([Cl:14])[CH:11]=[CH:10][C:9]=2[O:15][CH3:16])[N:5]=[C:4]([NH2:17])[N:3]=1.[NH2:18][C:19]1[CH:27]=[CH:26][C:22]([CH2:23][CH2:24][OH:25])=[CH:21][CH:20]=1. (5) The reactants are: [NH2:1][C:2]1[CH:7]=[CH:6][C:5]([C:8]#[C:9][C:10]2[N:11]([CH2:23][CH3:24])[C:12]3[C:17]([C:18]=2[C:19]#[N:20])=[CH:16][CH:15]=[C:14]([O:21][CH3:22])[CH:13]=3)=[CH:4][CH:3]=1.[CH3:25][S:26](Cl)(=[O:28])=[O:27]. Given the product [C:19]([C:18]1[C:17]2[C:12](=[CH:13][C:14]([O:21][CH3:22])=[CH:15][CH:16]=2)[N:11]([CH2:23][CH3:24])[C:10]=1[C:9]#[C:8][C:5]1[CH:6]=[CH:7][C:2]([NH:1][S:26]([CH3:25])(=[O:28])=[O:27])=[CH:3][CH:4]=1)#[N:20], predict the reactants needed to synthesize it. (6) Given the product [F:45][C:40]1[CH:41]=[CH:42][CH:43]=[CH:44][C:39]=1[C:37]1[S:38][C:34]([NH:33][C:31](=[O:32])[O:30][C:26]([CH3:28])([CH3:27])[CH3:29])=[C:35]([C:46](=[O:47])[NH:23][C:7]2[CH:6]=[N:5][N:4]([CH:1]3[CH2:3][CH2:2]3)[C:8]=2[N:9]2[CH2:15][CH2:14][CH2:13][C@@H:12]([NH:16][C:17](=[O:22])[C:18]([F:21])([F:20])[F:19])[CH2:11][CH2:10]2)[N:36]=1, predict the reactants needed to synthesize it. The reactants are: [CH:1]1([N:4]2[C:8]([N:9]3[CH2:15][CH2:14][CH2:13][C@@H:12]([NH:16][C:17](=[O:22])[C:18]([F:21])([F:20])[F:19])[CH2:11][CH2:10]3)=[C:7]([N+:23]([O-])=O)[CH:6]=[N:5]2)[CH2:3][CH2:2]1.[C:26]([O:30][C:31]([NH:33][C:34]1[S:38][C:37]([C:39]2[CH:44]=[CH:43][CH:42]=[CH:41][C:40]=2[F:45])=[N:36][C:35]=1[C:46](O)=[O:47])=[O:32])([CH3:29])([CH3:28])[CH3:27]. (7) Given the product [F:30][C:31]1[CH:36]=[CH:35][C:34]([NH:8][C:9]2[CH:21]=[C:20]([CH2:22][CH2:23][C:24]3[CH:25]=[CH:26][CH:27]=[CH:28][CH:29]=3)[CH:19]=[CH:18][C:10]=2[C:11]([O:13][C:14]([CH3:17])([CH3:16])[CH3:15])=[O:12])=[CH:33][CH:32]=1, predict the reactants needed to synthesize it. The reactants are: C1(C)C=CC=CC=1.[NH2:8][C:9]1[CH:21]=[C:20]([CH2:22][CH2:23][C:24]2[CH:29]=[CH:28][CH:27]=[CH:26][CH:25]=2)[CH:19]=[CH:18][C:10]=1[C:11]([O:13][C:14]([CH3:17])([CH3:16])[CH3:15])=[O:12].[F:30][C:31]1[CH:36]=[CH:35][C:34](I)=[CH:33][CH:32]=1.C(=O)([O-])[O-].[Cs+].[Cs+].